Dataset: Catalyst prediction with 721,799 reactions and 888 catalyst types from USPTO. Task: Predict which catalyst facilitates the given reaction. (1) The catalyst class is: 177. Product: [C:1]([C:3]1[CH:4]=[C:5]2[N:11]=[C:10]([C:12]([C:13]3[C:21]([CH2:22][CH3:23])=[CH:20][C:19]([CH3:24])=[C:18]4[C:14]=3[CH:15]=[CH:16][N:17]4[C:25]([O:27][C:28]([CH3:29])([CH3:30])[CH3:31])=[O:26])=[O:32])[N:9]([CH2:33][O:34][CH2:35][CH2:36][Si:37]([CH3:40])([CH3:39])[CH3:38])[C:6]2=[N:7][CH:8]=1)#[N:2]. Reactant: [C:1]([C:3]1[CH:4]=[C:5]2[N:11]=[C:10]([CH:12]([OH:32])[C:13]3[C:21]([CH2:22][CH3:23])=[CH:20][C:19]([CH3:24])=[C:18]4[C:14]=3[CH:15]=[CH:16][N:17]4[C:25]([O:27][C:28]([CH3:31])([CH3:30])[CH3:29])=[O:26])[N:9]([CH2:33][O:34][CH2:35][CH2:36][Si:37]([CH3:40])([CH3:39])[CH3:38])[C:6]2=[N:7][CH:8]=1)#[N:2]. (2) Reactant: [OH:1][C@H:2]1[CH2:7][N:6]([C:8]([O:10][C:11]([CH3:14])([CH3:13])[CH3:12])=[O:9])[C@H:5]([CH3:15])[CH2:4][CH2:3]1.[H-].[Na+].F[C:19]1[CH:24]=[C:23]([O:25][CH2:26][C:27]2[CH:32]=[CH:31][C:30]([O:33][CH3:34])=[CH:29][CH:28]=2)[CH:22]=[CH:21][N:20]=1. Product: [CH3:34][O:33][C:30]1[CH:29]=[CH:28][C:27]([CH2:26][O:25][C:23]2[CH:24]=[CH:19][N:20]=[C:21]([O:1][C@H:2]3[CH2:7][N:6]([C:8]([O:10][C:11]([CH3:14])([CH3:13])[CH3:12])=[O:9])[C@H:5]([CH3:15])[CH2:4][CH2:3]3)[CH:22]=2)=[CH:32][CH:31]=1. The catalyst class is: 3. (3) Reactant: Br[C:2]1[N:3]=[CH:4][C:5]([F:32])=[C:6]2[C:10]([C:11](=[O:31])[C:12]([N:14]3[CH2:19][CH2:18][N:17]([C:20]4[N:24]([C:25]5[CH:30]=[CH:29][CH:28]=[CH:27][CH:26]=5)[N:23]=[N:22][N:21]=4)[CH2:16][CH2:15]3)=[O:13])=[CH:9][NH:8][C:7]=12.C([Sn]([C:46]#[N:47])(CCCC)CCCC)CCC.[O:48]1CCOCC1. Product: [F:32][C:5]1[CH:4]=[N:3][C:2]([C:46]([NH2:47])=[O:48])=[C:7]2[NH:8][CH:9]=[C:10]([C:11](=[O:31])[C:12](=[O:13])[N:14]3[CH2:19][CH2:18][N:17]([C:20]4[N:24]([C:25]5[CH:30]=[CH:29][CH:28]=[CH:27][CH:26]=5)[N:23]=[N:22][N:21]=4)[CH2:16][CH2:15]3)[C:6]=12. The catalyst class is: 73. (4) Reactant: [F:1][C:2]1[CH:7]=[CH:6][C:5]([C:8]2[N:12]([CH2:13][CH2:14][CH:15]([OH:18])[CH2:16][CH3:17])[N:11]=[C:10]([CH3:19])[C:9]=2[C:20]2[CH:21]=[CH:22][C:23]3[O:28][CH2:27][C:26](=[O:29])[NH:25][C:24]=3[CH:30]=2)=[CH:4][CH:3]=1.CC(OI1(OC(C)=O)(OC(C)=O)OC(=O)C2C1=CC=CC=2)=O.O. Product: [F:1][C:2]1[CH:3]=[CH:4][C:5]([C:8]2[N:12]([CH2:13][CH2:14][C:15](=[O:18])[CH2:16][CH3:17])[N:11]=[C:10]([CH3:19])[C:9]=2[C:20]2[CH:21]=[CH:22][C:23]3[O:28][CH2:27][C:26](=[O:29])[NH:25][C:24]=3[CH:30]=2)=[CH:6][CH:7]=1. The catalyst class is: 23.